From a dataset of Reaction yield outcomes from USPTO patents with 853,638 reactions. Predict the reaction yield, written as a fraction of the theoretical maximum amount of product (1.0 means a 100% yield; for example, 0.34 means a 34% yield). (1) The reactants are [CH3:1][CH:2]1[CH2:11][C:10]2[C:5](=[CH:6][C:7]([C:12]3[CH:13]=[N:14][N:15]([CH3:17])[CH:16]=3)=[CH:8][CH:9]=2)[CH2:4][N:3]1[C:18](OC(C)(C)C)=O.Cl.O1CCOCC1.[NH2:32][C:33]1[N:38]=[C:37]([Cl:39])[CH:36]=C(Cl)[N:34]=1.C(N(CC)C(C)C)(C)C. The catalyst is C(OCC)(=O)C.CCOCC. The product is [Cl:39][C:37]1[N:38]=[C:33]([NH2:34])[N:32]=[C:18]([N:3]2[CH:2]([CH3:1])[CH2:11][C:10]3[C:5](=[CH:6][C:7]([C:12]4[CH:13]=[N:14][N:15]([CH3:17])[CH:16]=4)=[CH:8][CH:9]=3)[CH2:4]2)[CH:36]=1. The yield is 0.876. (2) The reactants are [Cl:1]N1C(=O)CCC1=O.[O:9]([CH2:16][C:17]1[CH:26]=[C:20]2[C:21](=[O:25])[NH:22][CH2:23][CH2:24][N:19]2[N:18]=1)[C:10]1[CH:15]=[CH:14][CH:13]=[CH:12][CH:11]=1. The catalyst is C(Cl)(Cl)Cl. The product is [Cl:1][C:13]1[CH:12]=[CH:11][C:10]([O:9][CH2:16][C:17]2[CH:26]=[C:20]3[C:21](=[O:25])[NH:22][CH2:23][CH2:24][N:19]3[N:18]=2)=[CH:15][CH:14]=1. The yield is 0.900.